This data is from TCR-epitope binding with 47,182 pairs between 192 epitopes and 23,139 TCRs. The task is: Binary Classification. Given a T-cell receptor sequence (or CDR3 region) and an epitope sequence, predict whether binding occurs between them. (1) The TCR CDR3 sequence is CASSPSTVSAEQYF. The epitope is RLRAEAQVK. Result: 0 (the TCR does not bind to the epitope). (2) The epitope is MPASWVMRI. The TCR CDR3 sequence is CASSPFESSYNEQFF. Result: 1 (the TCR binds to the epitope). (3) The epitope is LLFGYPVYV. The TCR CDR3 sequence is CASSPALGQGAPMSEQFF. Result: 0 (the TCR does not bind to the epitope).